Dataset: Forward reaction prediction with 1.9M reactions from USPTO patents (1976-2016). Task: Predict the product of the given reaction. (1) Given the reactants [OH-].[Li+].C[O:4][C:5](=[O:19])/[CH:6]=[CH:7]/[C:8]1[CH:13]=[CH:12][C:11]([C:14]([CH:16]2[CH2:18][CH2:17]2)=[O:15])=[CH:10][CH:9]=1, predict the reaction product. The product is: [CH:16]1([C:14]([C:11]2[CH:12]=[CH:13][C:8](/[CH:7]=[CH:6]/[C:5]([OH:19])=[O:4])=[CH:9][CH:10]=2)=[O:15])[CH2:17][CH2:18]1. (2) Given the reactants C[N:2](C)/[CH:3]=[CH:4]/[C:5](=[C:19]([C:22]#[N:23])[C:20]#[N:21])[C:6]1[CH:15]=[CH:14][C:13]2[C:8](=[CH:9][CH:10]=[C:11]([N:16]([CH3:18])[CH3:17])[CH:12]=2)[CH:7]=1, predict the reaction product. The product is: [NH2:23][C:22]1[N:2]=[CH:3][CH:4]=[C:5]([C:6]2[CH:15]=[CH:14][C:13]3[C:8](=[CH:9][CH:10]=[C:11]([N:16]([CH3:18])[CH3:17])[CH:12]=3)[CH:7]=2)[C:19]=1[C:20]#[N:21]. (3) Given the reactants [C:1]([C:3]1[C:4]([C:20]([F:23])([F:22])[F:21])=[C:5]2[C:9](=[CH:10][CH:11]=1)[N:8]([CH2:12][C:13](=[NH:16])[NH:14][OH:15])[C:7]([CH2:17][CH2:18][CH3:19])=[CH:6]2)#[N:2].[Cl:24][C:25]1[S:26][C:27]([Cl:33])=[CH:28][C:29]=1[C:30](Cl)=O.C(N(CC)C(C)C)(C)C, predict the reaction product. The product is: [Cl:24][C:25]1[S:26][C:27]([Cl:33])=[CH:28][C:29]=1[C:30]1[O:15][N:14]=[C:13]([CH2:12][N:8]2[C:9]3[C:5](=[C:4]([C:20]([F:22])([F:23])[F:21])[C:3]([C:1]#[N:2])=[CH:11][CH:10]=3)[CH:6]=[C:7]2[CH2:17][CH2:18][CH3:19])[N:16]=1. (4) Given the reactants [O-][CH2:2]C.[Na+].[Br:5][C:6]1[C:7]([CH2:14][C:15]#[N:16])=[C:8]([CH:11]=[CH:12][CH:13]=1)[C:9]#[N:10].IC, predict the reaction product. The product is: [Br:5][C:6]1[C:7]([CH:14]([C:15]#[N:16])[CH3:2])=[C:8]([CH:11]=[CH:12][CH:13]=1)[C:9]#[N:10]. (5) Given the reactants [F:1][C:2]([F:10])([F:9])[CH2:3][CH2:4][S:5][CH2:6][C:7]#[N:8].[OH2:11].[OH:12]O, predict the reaction product. The product is: [F:1][C:2]([F:10])([F:9])[CH2:3][CH2:4][S:5]([CH2:6][C:7]#[N:8])(=[O:12])=[O:11]. (6) Given the reactants [NH2:1][C:2]1[C:7]([C:8]([F:11])([F:10])[F:9])=[CH:6][C:5]([CH2:12][C:13]([C:27]([O:29][CH2:30][CH3:31])=[O:28])([C:22]([O:24][CH2:25][CH3:26])=[O:23])[CH2:14][C:15]([O:17]C(C)(C)C)=[O:16])=[CH:4][C:3]=1[Cl:32].C(O)(C(F)(F)F)=O, predict the reaction product. The product is: [NH2:1][C:2]1[C:7]([C:8]([F:9])([F:10])[F:11])=[CH:6][C:5]([CH2:12][C:13]([C:22]([O:24][CH2:25][CH3:26])=[O:23])([C:27]([O:29][CH2:30][CH3:31])=[O:28])[CH2:14][C:15]([OH:17])=[O:16])=[CH:4][C:3]=1[Cl:32]. (7) Given the reactants [O:1]1[CH2:6][CH2:5][CH2:4][CH2:3][CH:2]1[O:7][CH2:8][CH2:9][CH2:10][CH2:11][OH:12].[H-].[Na+].Cl[C:16]1[N:17]=[C:18]([C:28]2[CH:33]=[CH:32][CH:31]=[CH:30][CH:29]=2)[C:19]([C:22]2[CH:27]=[CH:26][CH:25]=[CH:24][CH:23]=2)=[N:20][CH:21]=1, predict the reaction product. The product is: [C:28]1([C:18]2[N:17]=[CH:16][C:21]([O:12][CH2:11][CH2:10][CH2:9][CH2:8][O:7][CH:2]3[CH2:3][CH2:4][CH2:5][CH2:6][O:1]3)=[N:20][C:19]=2[C:22]2[CH:23]=[CH:24][CH:25]=[CH:26][CH:27]=2)[CH:33]=[CH:32][CH:31]=[CH:30][CH:29]=1. (8) The product is: [OH:1][C:2]1[CH:3]=[CH:4][C:5]([CH2:6][NH:7][C:8]2[NH:12][N:11]=[C:10]([NH:13][C:14]3[CH:15]=[CH:16][C:17]([N+:20]([O-:22])=[O:21])=[CH:18][CH:19]=3)[C:9]=2[C:23]([NH2:25])=[O:24])=[CH:26][CH:27]=1. Given the reactants [OH:1][C:2]1[CH:27]=[CH:26][C:5]([CH:6]=[N:7][C:8]2[NH:12][N:11]=[C:10]([NH:13][C:14]3[CH:19]=[CH:18][C:17]([N+:20]([O-:22])=[O:21])=[CH:16][CH:15]=3)[C:9]=2[C:23]([NH2:25])=[O:24])=[CH:4][CH:3]=1.[BH4-].[Na+], predict the reaction product. (9) Given the reactants [CH:1]1([C:4]2[C:13](/[CH:14]=[CH:15]/[C@H:16]3[O:21][C:20](=[O:22])[CH2:19][C@H:18]([OH:23])[CH2:17]3)=[C:12]([C:24]3[CH:29]=[CH:28][C:27]([F:30])=[CH:26][CH:25]=3)[C:11]3[C:6](=[CH:7][CH:8]=[CH:9][CH:10]=3)[N:5]=2)[CH2:3][CH2:2]1.[OH-:31].[Ca+2].[OH-], predict the reaction product. The product is: [CH:1]1([C:4]2[C:13](/[CH:14]=[CH:15]/[C@@H:16]([OH:31])[CH2:17][C@@H:18]([OH:23])[CH2:19][C:20]([OH:21])=[O:22])=[C:12]([C:24]3[CH:29]=[CH:28][C:27]([F:30])=[CH:26][CH:25]=3)[C:11]3[C:6](=[CH:7][CH:8]=[CH:9][CH:10]=3)[N:5]=2)[CH2:3][CH2:2]1. (10) The product is: [C@@H:19]12[O:22][C@@H:15]([CH2:21][CH2:20]1)[CH2:16][N:17]([C:46]1[C:3]3[CH2:4][CH2:5][CH2:6][O:1][C:2]=3[N:51]=[C:49]([C:40]3[CH:39]=[CH:38][C:37](=[O:36])[NH:42][CH:41]=3)[N:48]=1)[CH2:18]2. Given the reactants [O:1]1[CH2:6][CH2:5][CH2:4][CH2:3][C:2]1=O.O1CCCC(=O)C1.[C@@H:15]12[O:22][C@@H:19]([CH2:20][CH2:21]1)[CH2:18][NH:17][CH2:16]2.N1CCOCC1.C([O:36][C:37]1[N:42]=[CH:41][C:40](B(O)O)=[CH:39][CH:38]=1)C1C=CC=CC=1.[CH2:46]([NH:48][C:49]([NH:51]C1C=CC(B2OC(C)(C)C(C)(C)O2)=CC=1)=O)C, predict the reaction product.